This data is from Forward reaction prediction with 1.9M reactions from USPTO patents (1976-2016). The task is: Predict the product of the given reaction. Given the reactants CO[CH:3](OC)[CH2:4]C(OC)OC.C(O[C:17]([NH:19][NH:20][CH:21]1[CH2:25][CH2:24][CH2:23][CH2:22]1)=O)(C)(C)C.Cl, predict the reaction product. The product is: [CH:21]1([N:20]2[CH:4]=[CH:3][CH:17]=[N:19]2)[CH2:22][CH2:23][CH2:24][CH2:25]1.